Dataset: Acute oral toxicity (LD50) regression data from Zhu et al.. Task: Regression/Classification. Given a drug SMILES string, predict its toxicity properties. Task type varies by dataset: regression for continuous values (e.g., LD50, hERG inhibition percentage) or binary classification for toxic/non-toxic outcomes (e.g., AMES mutagenicity, cardiotoxicity, hepatotoxicity). Dataset: ld50_zhu. (1) The molecule is CCOP(=O)(OCC)OP(=O)(OCC)OP(=O)(OCC)OP(=O)(OCC)OCC. The rat oral LD50 is 4.86, given as -log10 of the dose in mol/kg body weight (higher means more acutely toxic). (2) The compound is C#CC(=O)O. The rat oral LD50 is 2.85, given as -log10 of the dose in mol/kg body weight (higher means more acutely toxic). (3) The rat oral LD50 is 2.44, given as -log10 of the dose in mol/kg body weight (higher means more acutely toxic). The compound is CCCOc1ccc(C=CC(=S)OCC)cc1OC. (4) The molecule is CCCCCCCCC=CCCCCCCCC(=O)OCC1CO1. The rat oral LD50 is 1.98, given as -log10 of the dose in mol/kg body weight (higher means more acutely toxic). (5) The drug is O=C(Nc1ccc(O)cc1)c1ccccc1O. The rat oral LD50 is 1.53, given as -log10 of the dose in mol/kg body weight (higher means more acutely toxic). (6) The molecule is COc1ccc2cc(CCC(C)=O)ccc2c1. The rat oral LD50 is 1.77, given as -log10 of the dose in mol/kg body weight (higher means more acutely toxic). (7) The compound is OCC1OC(OC2C(CO)OC(O)C(O)C2O)C(O)C(O)C1O. The rat oral LD50 is 0.993, given as -log10 of the dose in mol/kg body weight (higher means more acutely toxic).